Dataset: Full USPTO retrosynthesis dataset with 1.9M reactions from patents (1976-2016). Task: Predict the reactants needed to synthesize the given product. (1) Given the product [Cl:27][C:18]1[C:19]([C:20]([O:22][CH3:23])=[O:21])=[C:24]([Cl:26])[CH:25]=[C:16]2[C:17]=1[CH:28]=[CH:29][NH:15]2, predict the reactants needed to synthesize it. The reactants are: ClC1C(C(OC)=O)=CC=C2C=1C=CN2.[NH2:15][C:16]1[CH:25]=[C:24]([Cl:26])[C:19]([C:20]([O:22][CH3:23])=[O:21])=[C:18]([Cl:27])[C:17]=1[C:28]#[CH:29]. (2) The reactants are: [NH2:1][C:2]1[CH:33]=[CH:32][C:5]([C:6]([NH:8][C@H:9]2[CH2:14][CH2:13][CH2:12][C@@H:11]([NH:15][C:16]3[N:21]=[C:20]([C:22]4[CH:23]=[N:24][N:25]5[CH:30]=[CH:29][CH:28]=[CH:27][C:26]=45)[C:19]([Cl:31])=[CH:18][N:17]=3)[CH2:10]2)=[O:7])=[CH:4][CH:3]=1.Cl.CCN(C(C)C)C(C)C.[C:44](Cl)(=[O:47])[CH:45]=[CH2:46]. Given the product [C:44]([NH:1][C:2]1[CH:33]=[CH:32][C:5]([C:6]([NH:8][C@H:9]2[CH2:14][CH2:13][CH2:12][C@@H:11]([NH:15][C:16]3[N:21]=[C:20]([C:22]4[CH:23]=[N:24][N:25]5[CH:30]=[CH:29][CH:28]=[CH:27][C:26]=45)[C:19]([Cl:31])=[CH:18][N:17]=3)[CH2:10]2)=[O:7])=[CH:4][CH:3]=1)(=[O:47])[CH:45]=[CH2:46], predict the reactants needed to synthesize it. (3) Given the product [C:18]1([NH:17][CH2:16][C:15]([NH:14][C@H:13]([C:12]([NH:11][C@H:8]([CH:9]=[O:10])[CH2:7][C:6](=[N:34][NH:35][C:36]([NH2:38])=[O:37])[OH:5])=[O:33])[CH2:29][CH:30]([CH3:32])[CH3:31])=[O:28])[C:27]2[C:22](=[CH:23][CH:24]=[CH:25][CH:26]=2)[CH:21]=[CH:20][CH:19]=1, predict the reactants needed to synthesize it. The reactants are: C([O:5][C:6](=[N:34][NH:35][C:36]([NH2:38])=[O:37])[CH2:7][C@H:8]([NH:11][C:12](=[O:33])[C@H:13]([CH2:29][CH:30]([CH3:32])[CH3:31])[NH:14][C:15](=[O:28])[CH2:16][NH:17][C:18]1[C:27]2[C:22](=[CH:23][CH:24]=[CH:25][CH:26]=2)[CH:21]=[CH:20][CH:19]=1)[CH:9]=[O:10])(C)(C)C.C1(OC)C=CC=CC=1.FC(F)(F)C(O)=O. (4) Given the product [C:1]([C:3]1[CH:4]=[CH:5][C:6]([OH:30])=[C:7]([S:9]([N:12]([CH2:24][C:25]([NH:32][NH2:33])=[O:26])[CH2:13][CH2:14][C:15]2[CH:20]=[CH:19][C:18]([CH:21]([CH3:22])[CH3:23])=[CH:17][CH:16]=2)(=[O:10])=[O:11])[CH:8]=1)#[N:2], predict the reactants needed to synthesize it. The reactants are: [C:1]([C:3]1[CH:4]=[CH:5][C:6]([OH:30])=[C:7]([S:9]([N:12]([CH2:24][C:25](OCC)=[O:26])[CH2:13][CH2:14][C:15]2[CH:20]=[CH:19][C:18]([CH:21]([CH3:23])[CH3:22])=[CH:17][CH:16]=2)(=[O:11])=[O:10])[CH:8]=1)#[N:2].O.[NH2:32][NH2:33]. (5) Given the product [CH3:15][O:14][P:12]([O-:18])([O:16][CH3:17])=[O:13].[CH2:2]([N+:6]1[CH:10]=[CH:9][N:8]([CH3:11])[CH:7]=1)[CH2:3][CH2:4][CH3:5], predict the reactants needed to synthesize it. The reactants are: [Cl-].[CH2:2]([N+:6]1[CH:10]=[CH:9][N:8]([CH3:11])[CH:7]=1)[CH2:3][CH2:4][CH3:5].[P:12]([O:18]C)([O:16][CH3:17])([O:14][CH3:15])=[O:13].